Dataset: Catalyst prediction with 721,799 reactions and 888 catalyst types from USPTO. Task: Predict which catalyst facilitates the given reaction. Reactant: [C:1]([O:4][CH2:5][C:6]1[C:7]([N:21]2[N:30]=[CH:29][C:28]3[C:23](=[C:24]([F:35])[CH:25]=[C:26]([C:31]([CH3:34])([CH3:33])[CH3:32])[CH:27]=3)[C:22]2=[O:36])=[N:8][CH:9]=[CH:10][C:11]=1B1OC(C)(C)C(C)(C)O1)(=[O:3])[CH3:2].Br[C:38]1[CH:39]=[C:40]([NH:46][C:47]2[CH:57]=[C:50]3[CH2:51][N:52]([CH3:56])[C:53](=[O:55])[CH2:54][N:49]3[N:48]=2)[C:41](=[O:45])[N:42]([CH3:44])[CH:43]=1.[O-]P([O-])([O-])=O.[K+].[K+].[K+].C([O-])(=O)C.[Na+]. Product: [C:1]([O:4][CH2:5][C:6]1[C:7]([N:21]2[N:30]=[CH:29][C:28]3[C:23](=[C:24]([F:35])[CH:25]=[C:26]([C:31]([CH3:33])([CH3:34])[CH3:32])[CH:27]=3)[C:22]2=[O:36])=[N:8][CH:9]=[CH:10][C:11]=1[C:38]1[CH:39]=[C:40]([NH:46][C:47]2[CH:57]=[C:50]3[CH2:51][N:52]([CH3:56])[C:53](=[O:55])[CH2:54][N:49]3[N:48]=2)[C:41](=[O:45])[N:42]([CH3:44])[CH:43]=1)(=[O:3])[CH3:2]. The catalyst class is: 543.